This data is from Retrosynthesis with 50K atom-mapped reactions and 10 reaction types from USPTO. The task is: Predict the reactants needed to synthesize the given product. (1) Given the product Cc1nc(N2N=C(c3ccc4c(c3)CNC(=O)N4)C[C@@H]2C2CCCC2)ccc1C#N, predict the reactants needed to synthesize it. The reactants are: CC1(C)OB(c2ccc3c(c2)CNC(=O)N3)OC1(C)C.Cc1nc(N2N=C(Cl)C[C@@H]2C2CCCC2)ccc1C#N. (2) Given the product FC(F)(F)c1ccc(Nc2nc(-c3ccc(Cl)cc3)cs2)cc1, predict the reactants needed to synthesize it. The reactants are: NC(=S)Nc1ccc(C(F)(F)F)cc1.O=C(CBr)c1ccc(Cl)cc1.